This data is from Forward reaction prediction with 1.9M reactions from USPTO patents (1976-2016). The task is: Predict the product of the given reaction. Given the reactants C(O[C:4]1(O[Si](C)(C)C)[CH2:6][CH2:5]1)C.[C:12]([CH:17]=P(C1C=CC=CC=1)(C1C=CC=CC=1)C1C=CC=CC=1)([O:14][CH2:15][CH3:16])=[O:13].C(O)(=O)C1C=CC=CC=1, predict the reaction product. The product is: [C:4]1(=[CH:17][C:12]([O:14][CH2:15][CH3:16])=[O:13])[CH2:5][CH2:6]1.